Dataset: Full USPTO retrosynthesis dataset with 1.9M reactions from patents (1976-2016). Task: Predict the reactants needed to synthesize the given product. (1) Given the product [Cl:21][CH2:22][S:23]([N:1]1[C:9]2[C:4](=[CH:5][C:6]([N:10]3[C:14]4=[N:15][C:16]([CH:19]=[CH2:20])=[CH:17][CH:18]=[C:13]4[N:12]=[CH:11]3)=[CH:7][CH:8]=2)[CH2:3][CH2:2]1)(=[O:25])=[O:24], predict the reactants needed to synthesize it. The reactants are: [NH:1]1[C:9]2[C:4](=[CH:5][C:6]([N:10]3[C:14]4=[N:15][C:16]([CH:19]=[CH2:20])=[CH:17][CH:18]=[C:13]4[N:12]=[CH:11]3)=[CH:7][CH:8]=2)[CH2:3][CH2:2]1.[Cl:21][CH2:22][S:23](Cl)(=[O:25])=[O:24].C(N(CC)C(C)C)(C)C. (2) Given the product [F:1][C:2]1[N:7]=[C:6]2[O:8][C:9]([C:11]3[CH:12]=[C:13]4[CH:19]=[CH:18][NH:17][C:14]4=[N:15][CH:16]=3)=[N:10][C:5]2=[CH:4][CH:3]=1, predict the reactants needed to synthesize it. The reactants are: [F:1][C:2]1[N:7]=[C:6]2[O:8][C:9]([C:11]3[CH:12]=[C:13]4[CH:19]=[CH:18][N:17](CC5C=CC(OC)=CC=5)[C:14]4=[N:15][CH:16]=3)=[N:10][C:5]2=[CH:4][CH:3]=1.